Dataset: Peptide-MHC class I binding affinity with 185,985 pairs from IEDB/IMGT. Task: Regression. Given a peptide amino acid sequence and an MHC pseudo amino acid sequence, predict their binding affinity value. This is MHC class I binding data. The peptide sequence is TIAHINTLI. The MHC is HLA-A30:01 with pseudo-sequence HLA-A30:01. The binding affinity (normalized) is 0.175.